This data is from Catalyst prediction with 721,799 reactions and 888 catalyst types from USPTO. The task is: Predict which catalyst facilitates the given reaction. (1) Reactant: [H][H].[CH3:3][NH:4][CH3:5].[C:6]1(=O)[CH2:11][CH2:10][CH2:9][CH2:8][CH2:7]1.CNC.C1(=O)CCCCC1. Product: [CH3:3][N:4]([CH:6]1[CH2:11][CH2:10][CH2:9][CH2:8][CH2:7]1)[CH3:5]. The catalyst class is: 6. (2) Reactant: [CH:1]1([C:4]2[CH:9]=[CH:8][C:7]([CH2:10][C:11]([OH:13])=O)=[CH:6][CH:5]=2)[CH2:3][CH2:2]1.Cl.Cl.[NH2:16][C@@H:17]([C:20]1[CH:25]=[CH:24][C:23]([O:26][CH2:27][C:28]([F:31])([F:30])[F:29])=[CH:22][N:21]=1)[CH2:18][OH:19].Cl.CN(C)CCCN=C=NCC.ON1C2N=CC=CC=2N=N1.C(N(CC)CC)C. Product: [CH:1]1([C:4]2[CH:5]=[CH:6][C:7]([CH2:10][C:11]([NH:16][C@@H:17]([C:20]3[CH:25]=[CH:24][C:23]([O:26][CH2:27][C:28]([F:31])([F:29])[F:30])=[CH:22][N:21]=3)[CH2:18][OH:19])=[O:13])=[CH:8][CH:9]=2)[CH2:2][CH2:3]1. The catalyst class is: 9. (3) Reactant: C(O[C:6]([N:8]1[CH2:13][CH2:12][N:11]([C:14]2[C:23]3[C:18](=[CH:19][C:20]([N+:24]([O-:26])=[O:25])=[CH:21][CH:22]=3)[N:17]=[CH:16][CH:15]=2)[CH2:10][CH2:9]1)=[O:7])(C)(C)C.[F:27][C:28]([F:33])([F:32])[C:29]([OH:31])=[O:30].C(N(CC)CC)C.[F:41][C:42]1[CH:47]=[CH:46][C:45]([N:48]=C=O)=[CH:44][CH:43]=1. Product: [F:27][C:28]([F:33])([F:32])[C:29]([OH:31])=[O:30].[F:41][C:42]1[CH:47]=[CH:46][C:45]([NH:48][C:6]([N:8]2[CH2:9][CH2:10][N:11]([C:14]3[C:23]4[C:18](=[CH:19][C:20]([N+:24]([O-:26])=[O:25])=[CH:21][CH:22]=4)[N:17]=[CH:16][CH:15]=3)[CH2:12][CH2:13]2)=[O:7])=[CH:44][CH:43]=1. The catalyst class is: 2. (4) Reactant: C[O:2][C:3]([C:5]1[CH:27]=[CH:26][C:8]([O:9][CH2:10][CH2:11][CH2:12][CH2:13][CH2:14][O:15][C:16]2[CH:21]=[CH:20][C:19]([C:22]([O:24]C)=[O:23])=[CH:18][CH:17]=2)=[CH:7][CH:6]=1)=[O:4].Cl. Product: [OH:4][C:3]([C:5]1[CH:6]=[CH:7][C:8]([O:9][CH2:10][CH2:11][CH2:12][CH2:13][CH2:14][O:15][C:16]2[CH:17]=[CH:18][C:19]([C:22]([OH:24])=[O:23])=[CH:20][CH:21]=2)=[CH:26][CH:27]=1)=[O:2]. The catalyst class is: 494. (5) Reactant: [CH2:1]([C@:8]1([C:23]([NH:25][CH:26]([C:29]2[CH:34]=[CH:33][CH:32]=[CH:31][CH:30]=2)[CH2:27][OH:28])=[O:24])[O:12][C:11](=[O:13])[N:10]([C@@H:14]([C:16]2[CH:21]=[CH:20][CH:19]=[CH:18][CH:17]=2)[CH3:15])[C:9]1=[O:22])[C:2]1[CH:7]=[CH:6][CH:5]=[CH:4][CH:3]=1.CC(OI1(OC(C)=O)(OC(C)=O)OC(=O)C2C=CC=CC1=2)=O.C(=O)(O)[O-].[Na+].S([O-])([O-])(=O)=S.[Na+].[Na+]. Product: [CH2:1]([C@:8]1([C:23]([NH:25][CH:26]([C:29]2[CH:34]=[CH:33][CH:32]=[CH:31][CH:30]=2)[CH:27]=[O:28])=[O:24])[O:12][C:11](=[O:13])[N:10]([C@@H:14]([C:16]2[CH:21]=[CH:20][CH:19]=[CH:18][CH:17]=2)[CH3:15])[C:9]1=[O:22])[C:2]1[CH:3]=[CH:4][CH:5]=[CH:6][CH:7]=1. The catalyst class is: 4.